From a dataset of Full USPTO retrosynthesis dataset with 1.9M reactions from patents (1976-2016). Predict the reactants needed to synthesize the given product. (1) The reactants are: [NH2:1][C@@H:2]1[CH2:7][CH2:6][C@H:5]([NH:8][C:9]2[CH:14]=[C:13]([N:15]([CH3:17])[CH3:16])[N:12]=[C:11]([CH3:18])[N:10]=2)[CH2:4][CH2:3]1.[Br:19][C:20]1[O:24][C:23]([C:25](O)=[O:26])=[CH:22][CH:21]=1.N1C=CC=CC=1.CN(C(ON1N=NC2C=CC=NC1=2)=[N+](C)C)C.F[P-](F)(F)(F)(F)F.[C:58]([OH:64])([C:60]([F:63])([F:62])[F:61])=[O:59]. Given the product [F:61][C:60]([F:63])([F:62])[C:58]([OH:64])=[O:59].[CH3:16][N:15]([CH3:17])[C:13]1[N:12]=[C:11]([CH3:18])[N:10]=[C:9]([NH:8][C@@H:5]2[CH2:4][CH2:3][C@H:2]([NH:1][C:25]([C:23]3[O:24][C:20]([Br:19])=[CH:21][CH:22]=3)=[O:26])[CH2:7][CH2:6]2)[CH:14]=1, predict the reactants needed to synthesize it. (2) Given the product [F:18][C:15]1[CH:16]=[C:17]2[C:12](=[CH:13][CH:14]=1)[NH:11][CH:10]=[C:9]2[CH2:8][CH2:7][N:1]1[CH2:5][CH2:4][CH2:3][CH2:2]1, predict the reactants needed to synthesize it. The reactants are: [NH:1]1[CH2:5][CH2:4][CH2:3][CH2:2]1.Br[CH2:7][CH2:8][C:9]1[C:17]2[C:12](=[CH:13][CH:14]=[C:15]([F:18])[CH:16]=2)[NH:11][CH:10]=1.[OH-].[Na+].C(Cl)(Cl)Cl. (3) Given the product [Cl:8][C:5]1[N:4]=[C:3]([C:9]#[N:10])[C:2]([S:17][C:11]2[CH:16]=[CH:15][CH:14]=[CH:13][CH:12]=2)=[N:7][CH:6]=1, predict the reactants needed to synthesize it. The reactants are: Cl[C:2]1[C:3]([C:9]#[N:10])=[N:4][C:5]([Cl:8])=[CH:6][N:7]=1.[C:11]1([SH:17])[CH:16]=[CH:15][CH:14]=[CH:13][CH:12]=1.C(=O)([O-])[O-].[K+].[K+].Cl. (4) The reactants are: [Cl:1][C:2]1[C:3]([C:20]2[CH:25]=[C:24]([Cl:26])[CH:23]=[CH:22][C:21]=2[C:27]#[N:28])=[CH:4][C:5](=[O:19])[N:6]([CH:8]([CH2:12][CH2:13][O:14][C:15]([F:18])([F:17])[F:16])[C:9](O)=[O:10])[CH:7]=1.[NH2:29][C:30]1[CH:42]=[CH:41][C:33]([C:34]([O:36][C:37]([CH3:40])([CH3:39])[CH3:38])=[O:35])=[CH:32][CH:31]=1. Given the product [Cl:1][C:2]1[C:3]([C:20]2[CH:25]=[C:24]([Cl:26])[CH:23]=[CH:22][C:21]=2[C:27]#[N:28])=[CH:4][C:5](=[O:19])[N:6]([CH:8]([CH2:12][CH2:13][O:14][C:15]([F:16])([F:17])[F:18])[C:9]([NH:29][C:30]2[CH:42]=[CH:41][C:33]([C:34]([O:36][C:37]([CH3:38])([CH3:39])[CH3:40])=[O:35])=[CH:32][CH:31]=2)=[O:10])[CH:7]=1, predict the reactants needed to synthesize it. (5) Given the product [N:1]1[N:2]2[C:7]([OH:14])=[CH:8][C:9]([OH:10])=[N:6][C:3]2=[CH:4][CH:5]=1, predict the reactants needed to synthesize it. The reactants are: [NH:1]1[CH:5]=[CH:4][C:3]([NH2:6])=[N:2]1.[C:7](OCC)(=[O:14])[CH2:8][C:9](OCC)=[O:10].CC[O-].[Na+]. (6) Given the product [C:27]([O:26][C:24]([CH2:23][N:7]1[C:6](=[O:8])[CH:5]=[CH:4][N:3]([CH2:9][C:10]([O:12][CH2:13][C:14]2[CH:19]=[CH:18][CH:17]=[CH:16][CH:15]=2)=[O:11])[C:2]1=[O:1])=[O:25])([CH3:30])([CH3:29])[CH3:28], predict the reactants needed to synthesize it. The reactants are: [O:1]=[C:2]1[NH:7][C:6](=[O:8])[CH:5]=[CH:4][N:3]1[CH2:9][C:10]([O:12][CH2:13][C:14]1[CH:19]=[CH:18][CH:17]=[CH:16][CH:15]=1)=[O:11].[H-].[Na+].Br[CH2:23][C:24]([O:26][C:27]([CH3:30])([CH3:29])[CH3:28])=[O:25].[Cl-].[NH4+]. (7) The reactants are: [CH3:1][C:2]1[N:3]=[C:4]([CH:7]([NH:27][C:28](=[O:34])[O:29][C:30]([CH3:33])([CH3:32])[CH3:31])[CH2:8][C:9]2[CH:17]=[C:16]([CH3:18])[C:15]3[C:11](=[CH:12][N:13]([CH2:19][O:20][CH2:21][CH2:22][Si:23]([CH3:26])([CH3:25])[CH3:24])[N:14]=3)[CH:10]=2)[NH:5][CH:6]=1.[F:35][C:36]1[CH:37]=[C:38]([CH:41]=[CH:42][CH:43]=1)[CH2:39]Br.C(=O)([O-])[O-].[K+].[K+]. Given the product [F:35][C:36]1[CH:37]=[C:38]([CH:41]=[CH:42][CH:43]=1)[CH2:39][N:5]1[CH:6]=[C:2]([CH3:1])[N:3]=[C:4]1[CH:7]([NH:27][C:28](=[O:34])[O:29][C:30]([CH3:31])([CH3:33])[CH3:32])[CH2:8][C:9]1[CH:17]=[C:16]([CH3:18])[C:15]2[C:11](=[CH:12][N:13]([CH2:19][O:20][CH2:21][CH2:22][Si:23]([CH3:24])([CH3:25])[CH3:26])[N:14]=2)[CH:10]=1, predict the reactants needed to synthesize it.